Predict the reactants needed to synthesize the given product. From a dataset of Full USPTO retrosynthesis dataset with 1.9M reactions from patents (1976-2016). (1) Given the product [CH:1]1([NH:5][C:6]2[C:7]3[CH:30]=[CH:29][NH:28][C:8]=3[N:9]=[C:10]([NH:12][C:13]3[CH:14]=[C:15]4[C:20](=[CH:21][CH:22]=3)[N:19]([CH2:23][C:24]([NH:46][CH2:41][CH2:40][N:45]([CH3:44])[CH3:55])=[O:25])[C:18](=[O:27])[CH2:17][CH2:16]4)[N:11]=2)[CH2:4][CH2:3][CH2:2]1, predict the reactants needed to synthesize it. The reactants are: [CH:1]1([NH:5][C:6]2[C:7]3[CH:30]=[CH:29][NH:28][C:8]=3[N:9]=[C:10]([NH:12][C:13]3[CH:14]=[C:15]4[C:20](=[CH:21][CH:22]=3)[N:19]([CH2:23][C:24](O)=[O:25])[C:18](=[O:27])[CH2:17][CH2:16]4)[N:11]=2)[CH2:4][CH2:3][CH2:2]1.CN(C(ON1N=[N:46][C:41]2C=C[CH:44]=[N:45][C:40]1=2)=[N+](C)C)C.F[P-](F)(F)(F)(F)F.[CH3:55]CN(C(C)C)C(C)C.CNN(CC)NC. (2) Given the product [N:2]12[CH2:9][CH2:8][CH:5]([CH2:6][CH2:7]1)[C:4](=[O:10])[CH2:3]2, predict the reactants needed to synthesize it. The reactants are: Cl.[N:2]12[CH2:9][CH2:8][CH:5]([CH2:6][CH2:7]1)[C:4](=[O:10])[CH2:3]2.C[O-].[Na+].